From a dataset of Peptide-MHC class II binding affinity with 134,281 pairs from IEDB. Regression. Given a peptide amino acid sequence and an MHC pseudo amino acid sequence, predict their binding affinity value. This is MHC class II binding data. (1) The peptide sequence is YDKFKANVSTVLTGK. The MHC is DRB1_0404 with pseudo-sequence DRB1_0404. The binding affinity (normalized) is 0.421. (2) The peptide sequence is ALVGAALHPFALLLV. The MHC is DRB3_0202 with pseudo-sequence DRB3_0202. The binding affinity (normalized) is 0.299. (3) The peptide sequence is MNHVNSMHLMLANAG. The MHC is DRB1_0101 with pseudo-sequence DRB1_0101. The binding affinity (normalized) is 0.829. (4) The peptide sequence is VLRTKLMSTRRVLER. The MHC is DRB1_0405 with pseudo-sequence DRB1_0405. The binding affinity (normalized) is 0.404. (5) The peptide sequence is KVFNTRRNTLLFLDL. The MHC is DRB1_0101 with pseudo-sequence DRB1_0101. The binding affinity (normalized) is 0.982. (6) The peptide sequence is NRVWNSFQIEEFGTGE. The MHC is DRB3_0202 with pseudo-sequence DRB3_0202. The binding affinity (normalized) is 0.